From a dataset of Reaction yield outcomes from USPTO patents with 853,638 reactions. Predict the reaction yield, written as a fraction of the theoretical maximum amount of product (1.0 means a 100% yield; for example, 0.34 means a 34% yield). (1) The reactants are [C:1]12([C:11](=[O:23])[CH2:12][S:13][C:14]3[N:19]=[CH:18][C:17]([C:20]([OH:22])=O)=[CH:16][CH:15]=3)[CH2:10][CH:5]3[CH2:6][CH:7]([CH2:9][CH:3]([CH2:4]3)[CH2:2]1)[CH2:8]2.[CH2:24]([NH2:26])[CH3:25]. No catalyst specified. The product is [C:1]12([C:11](=[O:23])[CH2:12][S:13][C:14]3[N:19]=[CH:18][C:17]([C:20]([NH:26][CH2:24][CH3:25])=[O:22])=[CH:16][CH:15]=3)[CH2:10][CH:5]3[CH2:6][CH:7]([CH2:9][CH:3]([CH2:4]3)[CH2:2]1)[CH2:8]2. The yield is 0.810. (2) The product is [F:12][C:9]1[CH:10]=[C:11]2[C:6](=[CH:7][CH:8]=1)[N:5]=[CH:4][CH:3]=[C:2]2[N:29]1[CH2:40][CH2:39][CH:38]([NH:37][C:41](=[O:42])[O:15][C:16]([CH3:19])([CH3:18])[CH3:17])[CH2:27][CH2:28]1. No catalyst specified. The yield is 1.00. The reactants are Cl[C:2]1[C:11]2[C:6](=[CH:7][CH:8]=[C:9]([F:12])[CH:10]=2)[N:5]=[CH:4][CH:3]=1.C(C1CCN(N)CC1)([O:15][C:16]([CH3:19])([CH3:18])[CH3:17])=O.[CH3:27][CH2:28][N:29](C(C)C)C(C)C.C[N:37]1[C:41](=[O:42])[CH2:40][CH2:39][CH2:38]1.